Dataset: Reaction yield outcomes from USPTO patents with 853,638 reactions. Task: Predict the reaction yield, written as a fraction of the theoretical maximum amount of product (1.0 means a 100% yield; for example, 0.34 means a 34% yield). (1) The reactants are C[O:2][C:3]([C:5]1[CH:6]=[CH:7][C:8]2[N:14]3[CH2:15][C@H:11]([CH2:12][CH2:13]3)[NH:10][C:9]=2[N:16]=1)=[O:4].[H-].[Na+].[N:19]1[CH:24]=[CH:23][CH:22]=[CH:21][C:20]=1[N:25]1C(=O)N2C=CC=CC2=N[C:26]1=[O:36].CO. The yield is 0.260. The product is [N:19]1[CH:24]=[CH:23][CH:22]=[CH:21][C:20]=1[NH:25][C:26]([N:10]1[C@@H:11]2[CH2:15][N:14]([CH2:13][CH2:12]2)[C:8]2[CH:7]=[CH:6][C:5]([C:3]([OH:2])=[O:4])=[N:16][C:9]1=2)=[O:36]. The catalyst is C1COCC1.C(Cl)Cl. (2) The reactants are [CH3:1][N:2]1[C:6]([C:7]2[O:11][N:10]=[C:9]([CH3:12])[N:8]=2)=[C:5]([CH3:13])[N:4]=[CH:3]1.[Br:14]Br. The product is [Br:14][C:3]1[N:2]([CH3:1])[C:6]([C:7]2[O:11][N:10]=[C:9]([CH3:12])[N:8]=2)=[C:5]([CH3:13])[N:4]=1. The yield is 0.510. The catalyst is C(Cl)(Cl)Cl. (3) The reactants are [CH2:1]([C:3]1[O:7][N:6]=[C:5]([NH2:8])[CH:4]=1)[CH3:2].Br[C:10]1[C:11](=[O:18])[N:12]([CH3:17])[CH:13]=[C:14]([Br:16])[CH:15]=1.CC1(C)C2C(=C(P(C3C=CC=CC=3)C3C=CC=CC=3)C=CC=2)OC2C(P(C3C=CC=CC=3)C3C=CC=CC=3)=CC=CC1=2.C([O-])([O-])=O.[Cs+].[Cs+]. The catalyst is C1C=CC(/C=C/C(/C=C/C2C=CC=CC=2)=O)=CC=1.C1C=CC(/C=C/C(/C=C/C2C=CC=CC=2)=O)=CC=1.C1C=CC(/C=C/C(/C=C/C2C=CC=CC=2)=O)=CC=1.[Pd].[Pd].O1CCOCC1. The product is [Br:16][C:14]1[CH:15]=[C:10]([NH:8][C:5]2[CH:4]=[C:3]([CH2:1][CH3:2])[O:7][N:6]=2)[C:11](=[O:18])[N:12]([CH3:17])[CH:13]=1. The yield is 0.450. (4) The reactants are [C@:1]12(CS(O)(=O)=O)[C:2](C)([CH3:4])[CH:1]([CH2:7][CH2:7]1)[CH2:4][C:2]2=O.[NH2:16][C@:17]1([C:24]([O-:26])=[O:25])[CH2:21][C:20](=[O:22])[NH:19][C:18]1=[O:23].[C:27]([O-])(=O)[CH3:28].[Na+].COC1CCC(OC)O1. The catalyst is C(O)(=O)C.C(OCC)(=O)C. The product is [O:23]=[C:18]1[C@@:17]([N:16]2[CH:4]=[CH:2][CH:1]=[CH:7]2)([C:24]([O:26][CH2:27][CH3:28])=[O:25])[CH2:21][C:20](=[O:22])[NH:19]1. The yield is 0.970. (5) The reactants are [NH:1]1[CH2:6][CH2:5][CH:4]([CH2:7][CH2:8][OH:9])[CH2:3][CH2:2]1.[C:10](O[C:10]([O:12][C:13]([CH3:16])([CH3:15])[CH3:14])=[O:11])([O:12][C:13]([CH3:16])([CH3:15])[CH3:14])=[O:11]. The catalyst is CN(C=O)C. The product is [C:13]([O:12][C:10]([N:1]1[CH2:6][CH2:5][CH:4]([CH2:7][CH2:8][OH:9])[CH2:3][CH2:2]1)=[O:11])([CH3:16])([CH3:15])[CH3:14]. The yield is 0.880. (6) The reactants are [C:1]([C:3]1[CH:4]=[C:5]([C:12]([O:14][CH2:15][CH3:16])=[O:13])[S:6][C:7]=1[S:8]([CH3:11])(=O)=O)#[N:2].[Na].[Cl:18][C:19]1[CH:20]=[N+:21]([O-])[CH:22]=[C:23]([Cl:26])C=1S.C(N(C(C)C)C(C)C)C. The catalyst is C(O)(C)C.CO. The product is [C:1]([C:3]1[CH:4]=[C:5]([C:12]([O:14][CH2:15][CH3:16])=[O:13])[S:6][C:7]=1[S:8][C:11]1[C:19]([Cl:18])=[CH:20][N:21]=[CH:22][C:23]=1[Cl:26])#[N:2]. The yield is 0.500. (7) The reactants are [I:1][C:2]1[CH:7]=[CH:6][C:5]([NH:8][C:9]2[CH:17]=[N:16][CH:15]=[CH:14][C:10]=2[C:11](O)=[O:12])=[C:4]([CH3:18])[CH:3]=1.[CH3:19][S:20]([NH2:23])(=[O:22])=[O:21].C1CCN2C(=NCCC2)CC1. The product is [I:1][C:2]1[CH:7]=[CH:6][C:5]([NH:8][C:9]2[CH:17]=[N:16][CH:15]=[CH:14][C:10]=2[C:11]([NH:23][S:20]([CH3:19])(=[O:22])=[O:21])=[O:12])=[C:4]([CH3:18])[CH:3]=1. The catalyst is C1COCC1. The yield is 0.330. (8) The reactants are [F:1][C:2]1[CH:3]=[N:4][CH:5]=[C:6](B2OC(C)(C)C(C)(C)O2)[C:7]=1[CH3:8].Br[C:19]1[CH:28]=[C:27]2[C:22]([CH:23]=[C:24]([NH2:29])[N:25]=[CH:26]2)=[CH:21][CH:20]=1.C(=O)([O-])[O-].[K+].[K+].C(#N)C.O. The catalyst is C(OCC)(=O)C.CC(P(C(C)(C)C)C1C=CC(N(C)C)=CC=1)(C)C.CC(P(C(C)(C)C)C1C=CC(N(C)C)=CC=1)(C)C.Cl[Pd]Cl. The product is [F:1][C:2]1[C:7]([CH3:8])=[C:6]([C:19]2[CH:28]=[C:27]3[C:22]([CH:23]=[C:24]([NH2:29])[N:25]=[CH:26]3)=[CH:21][CH:20]=2)[CH:5]=[N:4][CH:3]=1. The yield is 0.830. (9) The reactants are [CH3:1][N:2]([C:10]1[CH:15]=[CH:14][C:13]([N+:16]([O-])=O)=[CH:12][CH:11]=1)[C:3](=[O:9])[O:4][C:5]([CH3:8])([CH3:7])[CH3:6].[NH4+].[Cl-]. The catalyst is C1COCC1.CO.O.[Fe]. The product is [NH2:16][C:13]1[CH:12]=[CH:11][C:10]([N:2]([CH3:1])[C:3](=[O:9])[O:4][C:5]([CH3:6])([CH3:7])[CH3:8])=[CH:15][CH:14]=1. The yield is 1.00.